Dataset: Reaction yield outcomes from USPTO patents with 853,638 reactions. Task: Predict the reaction yield, written as a fraction of the theoretical maximum amount of product (1.0 means a 100% yield; for example, 0.34 means a 34% yield). The yield is 0.830. The product is [CH3:17][C:16]1[O:15][N:14]=[C:13]([C:18]2[CH:19]=[N:20][CH:21]=[CH:22][CH:23]=2)[C:12]=1[CH2:11][O:10][C:7]1[CH:8]=[CH:9][C:4]([C:3]([NH:38][CH:37]2[CH2:42][CH2:47][O:39][CH2:40][CH2:36]2)=[O:24])=[CH:5][N:6]=1. The reactants are CO[C:3](=[O:24])[C:4]1[CH:9]=[CH:8][C:7]([O:10][CH2:11][C:12]2[C:13]([C:18]3[CH:19]=[N:20][CH:21]=[CH:22][CH:23]=3)=[N:14][O:15][C:16]=2[CH3:17])=[N:6][CH:5]=1.COC(=O)C1C=CC(OC[C:36]2[C:37]([C:42]3[CH:47]=CC=C(F)C=3)=[N:38][O:39][C:40]=2C)=NC=1.NC1CCOCC1. No catalyst specified.